This data is from Forward reaction prediction with 1.9M reactions from USPTO patents (1976-2016). The task is: Predict the product of the given reaction. (1) Given the reactants [NH:1]1[C:9]2[C:4](=[CH:5][CH:6]=[CH:7][C:8]=2[CH2:10][N:11]([CH:24]2[C:33]3[N:32]=[CH:31][CH:30]=[CH:29][C:28]=3[CH2:27][CH2:26][CH2:25]2)[CH2:12][CH2:13][CH2:14][CH2:15][NH:16]C(=O)OC(C)(C)C)[CH:3]=[CH:2]1.S(Cl)(Cl)=O, predict the reaction product. The product is: [NH:1]1[C:9]2[C:4](=[CH:5][CH:6]=[CH:7][C:8]=2[CH2:10][N:11]([CH:24]2[C:33]3[N:32]=[CH:31][CH:30]=[CH:29][C:28]=3[CH2:27][CH2:26][CH2:25]2)[CH2:12][CH2:13][CH2:14][CH2:15][NH2:16])[CH:3]=[CH:2]1. (2) The product is: [CH3:13][N:14]1[CH2:18][CH2:17][CH2:16][CH:15]1[CH2:19][CH2:20][NH:21][CH2:11][C:2]1[CH:3]=[CH:4][C:5]2[C:10](=[CH:9][CH:8]=[CH:7][CH:6]=2)[CH:1]=1. Given the reactants [CH:1]1[C:10]2[C:5](=[CH:6][CH:7]=[CH:8][CH:9]=2)[CH:4]=[CH:3][C:2]=1[CH:11]=O.[CH3:13][N:14]1[CH2:18][CH2:17][CH2:16][CH:15]1[CH2:19][CH2:20][NH2:21].[Na], predict the reaction product. (3) Given the reactants [CH3:1][C:2]1([CH3:16])[CH:11]=[CH:10][C:9]2[C:4](=[C:5]([C:12]([O:14]C)=[O:13])[CH:6]=[CH:7][CH:8]=2)[NH:3]1.[OH-].[Na+].Cl, predict the reaction product. The product is: [CH3:1][C:2]1([CH3:16])[CH:11]=[CH:10][C:9]2[C:4](=[C:5]([C:12]([OH:14])=[O:13])[CH:6]=[CH:7][CH:8]=2)[NH:3]1. (4) Given the reactants Br[CH2:2][CH2:3][CH2:4][CH2:5][O:6][C:7]1[CH:8]=[C:9]2[C:13](=[CH:14][CH:15]=1)[N:12]([C:16]1[CH:21]=[CH:20][C:19]([F:22])=[CH:18][CH:17]=1)[CH:11]=[CH:10]2.[CH3:23][NH2:24], predict the reaction product. The product is: [F:22][C:19]1[CH:20]=[CH:21][C:16]([N:12]2[C:13]3[C:9](=[CH:8][C:7]([O:6][CH2:5][CH2:4][CH2:3][CH2:2][NH:24][CH3:23])=[CH:15][CH:14]=3)[CH:10]=[CH:11]2)=[CH:17][CH:18]=1.